From a dataset of Forward reaction prediction with 1.9M reactions from USPTO patents (1976-2016). Predict the product of the given reaction. (1) Given the reactants [O:1]=[C:2]1[C:11]2[C:6](=[CH:7][C:8]([C:12]([OH:14])=O)=[CH:9][CH:10]=2)[NH:5][C:4](=[S:15])[N:3]1[CH2:16][C:17]1[S:18][CH:19]=[CH:20][N:21]=1.[Cl:22][C:23]1[CH:30]=[CH:29][C:26]([CH2:27][NH2:28])=[CH:25][CH:24]=1.CCN(C(C)C)C(C)C.CN(C(ON1N=NC2C=CC=NC1=2)=[N+](C)C)C.F[P-](F)(F)(F)(F)F.Cl.O1CCOCC1, predict the reaction product. The product is: [Cl:22][C:23]1[CH:30]=[CH:29][C:26]([CH2:27][NH:28][C:12]([C:8]2[CH:7]=[C:6]3[C:11]([C:2](=[O:1])[N:3]([CH2:16][C:17]4[S:18][CH:19]=[CH:20][N:21]=4)[C:4](=[S:15])[NH:5]3)=[CH:10][CH:9]=2)=[O:14])=[CH:25][CH:24]=1. (2) Given the reactants [N-:1]=[N+:2]=[N-:3].[Na+].[F:5][C:6]1[CH:11]=[CH:10][C:9](/[CH:12]=[CH:13]/[N+]([O-])=O)=[CH:8][CH:7]=1, predict the reaction product. The product is: [F:5][C:6]1[CH:11]=[CH:10][C:9]([C:12]2[N:1]=[N:2][NH:3][CH:13]=2)=[CH:8][CH:7]=1. (3) Given the reactants [NH2:1][C:2]1[C:11]([C:12]([O:14][CH3:15])=[O:13])=[C:10]2[C:5]([C:6]3[CH:18]=[CH:17][O:16][C:7]=3[CH:8]=[N:9]2)=[CH:4][CH:3]=1.[H][H], predict the reaction product. The product is: [NH2:1][C:2]1[C:11]([C:12]([O:14][CH3:15])=[O:13])=[C:10]2[C:5]([C:6]3[CH2:18][CH2:17][O:16][C:7]=3[CH:8]=[N:9]2)=[CH:4][CH:3]=1. (4) Given the reactants C([N:8]1[CH2:13][CH2:12][N:11]([C:14]2[CH:22]=[C:21]([O:23][CH3:24])[CH:20]=[C:19]3[C:15]=2[CH:16]=[CH:17][NH:18]3)[CH2:10][CH2:9]1)C1C=CC=CC=1.C([O-])=O.[NH4+], predict the reaction product. The product is: [CH3:24][O:23][C:21]1[CH:20]=[C:19]2[C:15]([CH:16]=[CH:17][NH:18]2)=[C:14]([N:11]2[CH2:12][CH2:13][NH:8][CH2:9][CH2:10]2)[CH:22]=1. (5) The product is: [F:1][C:2]1[CH:7]=[CH:6][C:5]([S:8]([C:13]2[C:18]([CH2:19][C:20]3[C:28]4[C:27](=[O:29])[CH2:26][C:25]([CH3:30])([CH3:31])[CH2:24][C:23]=4[NH:22][C:21]=3[CH3:32])=[CH:17][CH:16]=[CH:15][N:14]=2)(=[O:10])=[O:9])=[CH:4][CH:3]=1. Given the reactants [F:1][C:2]1[CH:7]=[CH:6][C:5]([S:8]([O-:10])=[O:9])=[CH:4][CH:3]=1.[Na+].Br[C:13]1[C:18]([CH2:19][C:20]2[C:28]3[C:27](=[O:29])[CH2:26][C:25]([CH3:31])([CH3:30])[CH2:24][C:23]=3[NH:22][C:21]=2[CH3:32])=[CH:17][CH:16]=[CH:15][N:14]=1, predict the reaction product. (6) Given the reactants [C:1]([C:4]1[C:5]([O:18][CH2:19][CH3:20])=[C:6]([CH:12]2[CH2:16][O:15][C:14](=[O:17])[NH:13]2)[C:7]([F:11])=[C:8]([Cl:10])[CH:9]=1)(=[O:3])[CH3:2].[BH4-].[Na+], predict the reaction product. The product is: [Cl:10][C:8]1[C:7]([F:11])=[C:6]([CH:12]2[CH2:16][O:15][C:14](=[O:17])[NH:13]2)[C:5]([O:18][CH2:19][CH3:20])=[C:4]([CH:1]([OH:3])[CH3:2])[CH:9]=1.